From a dataset of Peptide-MHC class I binding affinity with 185,985 pairs from IEDB/IMGT. Regression. Given a peptide amino acid sequence and an MHC pseudo amino acid sequence, predict their binding affinity value. This is MHC class I binding data. The peptide sequence is YYQLCQHLK. The MHC is HLA-B08:01 with pseudo-sequence HLA-B08:01. The binding affinity (normalized) is 0.0847.